Dataset: Forward reaction prediction with 1.9M reactions from USPTO patents (1976-2016). Task: Predict the product of the given reaction. (1) Given the reactants C(OC(=O)N(C1S[C@:18]2([C:33]3[O:37][CH:36]=[N:35][C:34]=3[CH3:38])[C@H:20]([C@](C3C=C(N)C=CC=3F)(CF)N=1)C2)COCC[Si](C)(C)C)(C)(C)C.[NH2:40][C:41]1[CH:42]=[CH:43][C:44]([F:63])=[C:45]([C@:47]2([CH2:61][F:62])[C@H:53]3[C@:51]([C:54]4[O:58][CH:57]=[N:56][C:55]=4[CH3:59])([CH2:52]3)[S:50][C:49]([NH2:60])=[N:48]2)[CH:46]=1.C([N:66]([CH:70](C)C)C(C)C)C.CN([C:76]([O:80]N1N=NC2C=CC=NC1=2)=[N+](C)C)C.F[P-](F)(F)(F)(F)F.CC1C=CC(S(O)(=O)=O)=CC=1, predict the reaction product. The product is: [NH2:60][C:49]1[S:50][C@:51]2([C:54]3[O:58][CH:57]=[N:56][C:55]=3[CH3:59])[C@H:53]([C@:47]([C:45]3[CH:46]=[C:41]([NH:40][C:76]([C:38]4[CH:34]=[N:35][C:36]([O:37][CH2:33][C:18]#[CH:20])=[CH:70][N:66]=4)=[O:80])[CH:42]=[CH:43][C:44]=3[F:63])([CH2:61][F:62])[N:48]=1)[CH2:52]2. (2) Given the reactants [Cl:1][C:2]1[CH:11]=[CH:10][C:9]2[C:4](=[CH:5][C:6](I)=[CH:7][N:8]=2)[N:3]=1.[N:13]1([C:19]([O:21][C:22]([CH3:25])([CH3:24])[CH3:23])=[O:20])[CH2:18][CH2:17][NH:16][CH2:15][CH2:14]1.C(=O)([O-])[O-].[Cs+].[Cs+].CC1(C)C2C(=C(P(C3C=CC=CC=3)C3C=CC=CC=3)C=CC=2)OC2C(P(C3C=CC=CC=3)C3C=CC=CC=3)=CC=CC1=2, predict the reaction product. The product is: [Cl:1][C:2]1[N:3]=[C:4]2[C:9](=[CH:10][CH:11]=1)[N:8]=[CH:7][C:6]([N:16]1[CH2:15][CH2:14][N:13]([C:19]([O:21][C:22]([CH3:25])([CH3:24])[CH3:23])=[O:20])[CH2:18][CH2:17]1)=[CH:5]2. (3) Given the reactants [C:1]([C:5]1[CH:24]=[C:23]([Cl:25])[CH:22]=[CH:21][C:6]=1[O:7][CH2:8][CH:9]1[CH2:12][N:11]([C:13](=[O:20])[CH2:14][C:15]([O:17]CC)=[O:16])[CH2:10]1)([CH3:4])([CH3:3])[CH3:2].[OH-].[Li+].Cl, predict the reaction product. The product is: [C:1]([C:5]1[CH:24]=[C:23]([Cl:25])[CH:22]=[CH:21][C:6]=1[O:7][CH2:8][CH:9]1[CH2:10][N:11]([C:13](=[O:20])[CH2:14][C:15]([OH:17])=[O:16])[CH2:12]1)([CH3:4])([CH3:2])[CH3:3]. (4) Given the reactants [CH:1]1([NH:7][C:8]2[C:9]3[N:10]([CH:16]=[CH:17][CH:18]=3)[N:11]=[CH:12][C:13]=2[C:14]#[N:15])[CH2:6][CH2:5][CH2:4][CH2:3][CH2:2]1.[OH-:19].[NH4+].OO, predict the reaction product. The product is: [CH:1]1([NH:7][C:8]2[C:9]3[N:10]([CH:16]=[CH:17][CH:18]=3)[N:11]=[CH:12][C:13]=2[C:14]([NH2:15])=[O:19])[CH2:2][CH2:3][CH2:4][CH2:5][CH2:6]1.